This data is from Catalyst prediction with 721,799 reactions and 888 catalyst types from USPTO. The task is: Predict which catalyst facilitates the given reaction. (1) The catalyst class is: 53. Product: [CH3:1][O:2][C:3](=[O:16])[CH2:4][C:5]1[C:6]([F:15])=[C:7]2[C:12](=[CH:13][CH:14]=1)[N:11]=[CH:10][C:9]([Br:23])=[CH:8]2. Reactant: [CH3:1][O:2][C:3](=[O:16])[CH2:4][C:5]1[C:6]([F:15])=[C:7]2[C:12](=[CH:13][CH:14]=1)[N:11]=[CH:10][CH:9]=[CH:8]2.N1C=CC=CC=1.[Br:23]Br. (2) Reactant: CCN(C(C)C)C(C)C.[NH2:10][C:11]1[CH:12]=[C:13]([CH:28]=[CH:29][CH:30]=1)[CH2:14][C:15]1[C:20](=[O:21])[CH:19]=[CH:18][N:17]([C:22]2[CH:23]=[N:24][N:25]([CH3:27])[CH:26]=2)[N:16]=1.Cl[C:32]([O:34][CH3:35])=[O:33].C(O)C(N)(CO)CO. Product: [CH3:35][O:34][C:32](=[O:33])[NH:10][C:11]1[CH:30]=[CH:29][CH:28]=[C:13]([CH2:14][C:15]2[C:20](=[O:21])[CH:19]=[CH:18][N:17]([C:22]3[CH:23]=[N:24][N:25]([CH3:27])[CH:26]=3)[N:16]=2)[CH:12]=1. The catalyst class is: 76. (3) Reactant: [OH-].[Na+].C(O[C:6]([C:8]1[N:16]([CH3:17])[C:15]2[CH:14]=[CH:13][N:12]=[N:11][C:10]=2[C:9]=1[NH:18][C:19]1[CH:24]=[CH:23][C:22]([I:25])=[CH:21][C:20]=1[F:26])=[O:7])C.C1C=CC2N(O)N=NC=2C=1.CCN=C=NCCCN(C)C.CCN(C(C)C)C(C)C.[CH:57]([O:59][CH2:60][CH2:61][O:62][NH2:63])=[CH2:58]. Product: [CH:57]([O:59][CH2:60][CH2:61][O:62][NH:63][C:6]([C:8]1[N:16]([CH3:17])[C:15]2[CH:14]=[CH:13][N:12]=[N:11][C:10]=2[C:9]=1[NH:18][C:19]1[CH:24]=[CH:23][C:22]([I:25])=[CH:21][C:20]=1[F:26])=[O:7])=[CH2:58]. The catalyst class is: 1. (4) Reactant: [CH2:1]([Zn]CC)C.FC(F)(F)C(O)=O.[C:13]([Si:17]([CH3:32])([CH3:31])[O:18][CH2:19]/[CH:20]=[CH:21]\[B:22]1[O:26][C:25]([CH3:28])([CH3:27])[C:24]([CH3:30])([CH3:29])[O:23]1)([CH3:16])([CH3:15])[CH3:14]. Product: [C:13]([Si:17]([CH3:32])([CH3:31])[O:18][CH2:19][CH:20]1[CH2:1][CH:21]1[B:22]1[O:23][C:24]([CH3:30])([CH3:29])[C:25]([CH3:28])([CH3:27])[O:26]1)([CH3:14])([CH3:16])[CH3:15]. The catalyst class is: 4. (5) Reactant: [CH3:1][O:2][C:3](=[O:15])[C:4]1[CH:13]=[CH:12][C:7]([C:8]([O:10][CH3:11])=[O:9])=[CH:6][C:5]=1[NH2:14].[C:16]([O:20][C:21]([NH:23][CH2:24][CH2:25][CH2:26][CH:27]([NH:31][C:32]([O:34][CH2:35][CH:36]1[C:48]2[CH:47]=[CH:46][CH:45]=[CH:44][C:43]=2[C:42]2[C:37]1=[CH:38][CH:39]=[CH:40][CH:41]=2)=[O:33])[C:28](O)=[O:29])=[O:22])([CH3:19])([CH3:18])[CH3:17].P(Cl)(Cl)(Cl)=O. Product: [CH3:1][O:2][C:3](=[O:15])[C:4]1[CH:13]=[CH:12][C:7]([C:8]([O:10][CH3:11])=[O:9])=[CH:6][C:5]=1[NH:14][C:28](=[O:29])[CH:27]([NH:31][C:32]([O:34][CH2:35][CH:36]1[C:37]2[CH:38]=[CH:39][CH:40]=[CH:41][C:42]=2[C:43]2[C:48]1=[CH:47][CH:46]=[CH:45][CH:44]=2)=[O:33])[CH2:26][CH2:25][CH2:24][NH:23][C:21]([O:20][C:16]([CH3:19])([CH3:18])[CH3:17])=[O:22]. The catalyst class is: 17. (6) Reactant: Br[CH2:2][CH2:3][N:4]1[CH2:9][CH2:8][N:7]([C:10]([O:12][C:13]([CH3:16])([CH3:15])[CH3:14])=[O:11])[CH2:6][CH2:5]1.[Cl:17][C:18]1[CH:19]=[C:20]2[C:24](=[CH:25][CH:26]=1)[NH:23][C:22]([CH2:27][N:28]1[C:32]3=[CH:33][N:34]=[CH:35][CH:36]=[C:31]3[C:30]3([CH2:38][CH2:37]3)[C:29]1=[O:39])=[CH:21]2.C(=O)([O-])[O-].[K+].[K+]. Product: [Cl:17][C:18]1[CH:19]=[C:20]2[C:24](=[CH:25][CH:26]=1)[N:23]([CH2:2][CH2:3][N:4]1[CH2:9][CH2:8][N:7]([C:10]([O:12][C:13]([CH3:16])([CH3:15])[CH3:14])=[O:11])[CH2:6][CH2:5]1)[C:22]([CH2:27][N:28]1[C:32]3=[CH:33][N:34]=[CH:35][CH:36]=[C:31]3[C:30]3([CH2:38][CH2:37]3)[C:29]1=[O:39])=[CH:21]2. The catalyst class is: 21. (7) Reactant: [C:1](=[O:14])([O:3][CH2:4][CH:5]([NH2:13])[CH2:6][C:7]1[CH:12]=[CH:11][CH:10]=[CH:9][CH:8]=1)[NH2:2].[O-:15][C:16]#[N:17].[Na+].CS(O)(=O)=O. Product: [NH2:17][C:16]([NH:2][C:1](=[O:14])[O:3][CH2:4][CH:5]([NH2:13])[CH2:6][C:7]1[CH:12]=[CH:11][CH:10]=[CH:9][CH:8]=1)=[O:15]. The catalyst class is: 4. (8) Reactant: [CH2:1]([OH:8])[C:2]1[CH:7]=[CH:6][CH:5]=[CH:4][CH:3]=1.[H-].[Na+].[F:11][C:12]1[CH:13]=[C:14]2[C:19](=[CH:20][C:21]=1F)[NH:18][CH:17]=[N:16][C:15]2=[O:23].O. Product: [CH2:1]([O:8][C:21]1[CH:20]=[C:19]2[C:14]([C:15](=[O:23])[N:16]=[CH:17][NH:18]2)=[CH:13][C:12]=1[F:11])[C:2]1[CH:7]=[CH:6][CH:5]=[CH:4][CH:3]=1. The catalyst class is: 9.